From a dataset of Forward reaction prediction with 1.9M reactions from USPTO patents (1976-2016). Predict the product of the given reaction. (1) Given the reactants [F:1][C:2]1[CH:7]=[CH:6][CH:5]=[C:4]([NH:8][C:9]2[CH:14]=[CH:13][CH:12]=[CH:11][C:10]=2[F:15])[C:3]=1[NH2:16].[S:17](N)(N)(=[O:19])=[O:18].S(C1NC=CN=1)(C1NC=CN=1)(=O)=O, predict the reaction product. The product is: [F:1][C:2]1[C:3]2[NH:16][S:17](=[O:19])(=[O:18])[N:8]([C:9]3[CH:14]=[CH:13][CH:12]=[CH:11][C:10]=3[F:15])[C:4]=2[CH:5]=[CH:6][CH:7]=1. (2) Given the reactants C(OC([NH:8][CH:9]1[CH2:12][CH:11]([O:13][C:14](=[O:21])[C:15]2[CH:20]=[CH:19][CH:18]=[CH:17][CH:16]=2)[CH2:10]1)=O)(C)(C)C.C(O)(C(F)(F)F)=O, predict the reaction product. The product is: [NH2:8][CH:9]1[CH2:12][CH:11]([O:13][C:14](=[O:21])[C:15]2[CH:20]=[CH:19][CH:18]=[CH:17][CH:16]=2)[CH2:10]1. (3) Given the reactants Cl[CH2:2][C:3]1[C:4]([S:9][CH:10]2[CH2:14][CH2:13][CH2:12][CH2:11]2)=[N:5][CH:6]=[CH:7][CH:8]=1.C([O:17][C:18]([CH:20]1[CH2:22][CH:21]1[C:23]1[CH:28]=[C:27]([F:29])[C:26]([OH:30])=[C:25]([F:31])[CH:24]=1)=[O:19])C, predict the reaction product. The product is: [CH:10]1([S:9][C:4]2[C:3]([CH2:2][O:30][C:26]3[C:25]([F:31])=[CH:24][C:23]([CH:21]4[CH2:22][CH:20]4[C:18]([OH:19])=[O:17])=[CH:28][C:27]=3[F:29])=[CH:8][CH:7]=[CH:6][N:5]=2)[CH2:14][CH2:13][CH2:12][CH2:11]1. (4) The product is: [CH2:1]([O:8][N:9]([CH2:12][C:13]1([C:19]([NH:23][NH:22][C:24]2[N:29]=[C:28]([C:30]([F:32])([F:31])[F:33])[CH:27]=[CH:26][N:25]=2)=[O:21])[CH2:14][CH2:15][CH2:16][CH2:17][CH2:18]1)[CH:10]=[O:11])[C:2]1[CH:3]=[CH:4][CH:5]=[CH:6][CH:7]=1. Given the reactants [CH2:1]([O:8][N:9]([CH2:12][C:13]1([C:19]([OH:21])=O)[CH2:18][CH2:17][CH2:16][CH2:15][CH2:14]1)[CH:10]=[O:11])[C:2]1[CH:7]=[CH:6][CH:5]=[CH:4][CH:3]=1.[NH:22]([C:24]1[N:29]=[C:28]([C:30]([F:33])([F:32])[F:31])[CH:27]=[CH:26][N:25]=1)[NH2:23].CN1CCOCC1.C1C=NC2N(O)N=NC=2C=1.Cl.CN(C)CCCN=C=NCC, predict the reaction product. (5) The product is: [F:1][C:2]1[C:3]([CH2:9][N:10]2[C:39]3[N:40]=[CH:41][CH:42]=[CH:43][C:38]=3[S:37](=[O:45])(=[O:44])[N:36]([C:46]3[CH:51]=[CH:50][C:49]([O:52][CH3:53])=[C:48]([O:54][CH3:55])[CH:47]=3)[C:35]2=[O:56])=[N:4][CH:5]=[C:6]([F:8])[CH:7]=1. Given the reactants [F:1][C:2]1[C:3]([CH2:9][NH2:10])=[N:4][CH:5]=[C:6]([F:8])[CH:7]=1.C(N1C=CN=C1)(N1C=CN=C1)=O.C(N(CC)CC)C.FC1C=C(OC)C=C(F)C=1CN1[C:39]2[N:40]=[CH:41][CH:42]=[CH:43][C:38]=2[S:37](=[O:45])(=[O:44])[N:36]([C:46]2[CH:51]=[CH:50][C:49]([O:52][CH3:53])=[C:48]([O:54][CH3:55])[CH:47]=2)[C:35]1=[O:56], predict the reaction product. (6) Given the reactants [NH2:1][C:2]1[CH:3]=[C:4]([CH:9]=[CH:10][CH:11]=1)[C:5]([O:7][CH3:8])=[O:6].[F:12][C:13]1[CH:18]=[CH:17][C:16]([F:19])=[CH:15][C:14]=1[S:20](Cl)(=[O:22])=[O:21], predict the reaction product. The product is: [F:12][C:13]1[CH:18]=[CH:17][C:16]([F:19])=[CH:15][C:14]=1[S:20]([NH:1][C:2]1[CH:3]=[C:4]([CH:9]=[CH:10][CH:11]=1)[C:5]([O:7][CH3:8])=[O:6])(=[O:22])=[O:21]. (7) Given the reactants [CH3:1][C@H:2]1[NH:7][C@@H:6]([CH3:8])[CH2:5][N:4]([C:9]2[CH:19]=[CH:18][C:12]([C:13]([O:15]CC)=O)=[CH:11][CH:10]=2)[CH2:3]1.[CH3:20][O:21][C:22]1[CH:23]=[C:24]([CH2:30][CH2:31][C:32]2[CH:33]=[C:34]([NH2:37])[NH:35][N:36]=2)[CH:25]=[C:26]([O:28][CH3:29])[CH:27]=1.C[Al](C)C, predict the reaction product. The product is: [CH3:29][O:28][C:26]1[CH:25]=[C:24]([CH2:30][CH2:31][C:32]2[CH:33]=[C:34]([NH:37][C:13](=[O:15])[C:12]3[CH:11]=[CH:10][C:9]([N:4]4[CH2:5][C@H:6]([CH3:8])[NH:7][C@H:2]([CH3:1])[CH2:3]4)=[CH:19][CH:18]=3)[NH:35][N:36]=2)[CH:23]=[C:22]([O:21][CH3:20])[CH:27]=1.